Binary Classification. Given a T-cell receptor sequence (or CDR3 region) and an epitope sequence, predict whether binding occurs between them. From a dataset of TCR-epitope binding with 47,182 pairs between 192 epitopes and 23,139 TCRs. (1) The epitope is SEISMDNSPNL. The TCR CDR3 sequence is CASALYNEQFF. Result: 1 (the TCR binds to the epitope). (2) The epitope is YEGNSPFHPL. The TCR CDR3 sequence is CASNSGTGEEQYF. Result: 0 (the TCR does not bind to the epitope). (3) The epitope is TLVPQEHYV. The TCR CDR3 sequence is CASGTGNTEAFF. Result: 1 (the TCR binds to the epitope). (4) The epitope is YLQPRTFLL. The TCR CDR3 sequence is CSARDFNSWNTGELFF. Result: 1 (the TCR binds to the epitope).